This data is from Reaction yield outcomes from USPTO patents with 853,638 reactions. The task is: Predict the reaction yield, written as a fraction of the theoretical maximum amount of product (1.0 means a 100% yield; for example, 0.34 means a 34% yield). (1) The reactants are [C:1]1([P:7]([C:14]2[CH:19]=[CH:18][CH:17]=[CH:16][CH:15]=2)[C:8]2[CH:13]=[CH:12][CH:11]=[CH:10][CH:9]=2)[CH:6]=[CH:5][CH:4]=[CH:3][CH:2]=1.Br[CH:21]([CH3:27])[C:22]([O:24][CH2:25][CH3:26])=[O:23]. The catalyst is C(OCC)(=O)C. The product is [CH2:25]([O:24][C:22](=[O:23])[C:21](=[P:7]([C:1]1[CH:2]=[CH:3][CH:4]=[CH:5][CH:6]=1)([C:8]1[CH:13]=[CH:12][CH:11]=[CH:10][CH:9]=1)[C:14]1[CH:15]=[CH:16][CH:17]=[CH:18][CH:19]=1)[CH3:27])[CH3:26]. The yield is 0.750. (2) The reactants are C(N(CC)CC)C.[Cl:8][C:9]1[CH:10]=[C:11]2[C:15](=[CH:16][CH:17]=1)[N:14](C(OC(C)(C)C)=O)[CH:13]=[C:12]2[CH:25]=[O:26].[CH:27](=[N:34][C:35]1[CH:40]=[CH:39][N:38]=[C:37]([O:41][CH3:42])[CH:36]=1)[C:28]1[CH:33]=[CH:32][CH:31]=[CH:30][CH:29]=1. The catalyst is [Cl-].C([N+]1C(C)=C(CCO)SC=1)C1C=CC=CC=1.C(O)C. The product is [Cl:8][C:9]1[CH:10]=[C:11]2[C:15](=[CH:16][CH:17]=1)[NH:14][CH:13]=[C:12]2[C:25](=[O:26])[CH:27]([NH:34][C:35]1[CH:40]=[CH:39][N:38]=[C:37]([O:41][CH3:42])[CH:36]=1)[C:28]1[CH:29]=[CH:30][CH:31]=[CH:32][CH:33]=1. The yield is 0.220.